From a dataset of Forward reaction prediction with 1.9M reactions from USPTO patents (1976-2016). Predict the product of the given reaction. Given the reactants [CH3:1][O:2][C:3](=[O:33])[C@@H:4]([NH:13][C:14]([C:16]1[CH:17]=[C:18]([C:23]2[CH:28]=[CH:27][C:26]([C:29]([F:32])([F:31])[F:30])=[CH:25][CH:24]=2)[CH:19]=[CH:20][C:21]=1[OH:22])=[O:15])[CH2:5][C:6]1[CH:11]=[CH:10][C:9](Br)=[CH:8][CH:7]=1.[F:34][C:35]([F:46])([F:45])[C:36]1[CH:37]=[C:38](B(O)O)[CH:39]=[CH:40][CH:41]=1, predict the reaction product. The product is: [CH3:1][O:2][C:3](=[O:33])[C@@H:4]([NH:13][C:14]([C:16]1[CH:17]=[C:18]([C:23]2[CH:28]=[CH:27][C:26]([C:29]([F:32])([F:31])[F:30])=[CH:25][CH:24]=2)[CH:19]=[CH:20][C:21]=1[OH:22])=[O:15])[CH2:5][C:6]1[CH:11]=[CH:10][C:9]([C:40]2[CH:39]=[CH:38][CH:37]=[C:36]([C:35]([F:46])([F:45])[F:34])[CH:41]=2)=[CH:8][CH:7]=1.